Dataset: NCI-60 drug combinations with 297,098 pairs across 59 cell lines. Task: Regression. Given two drug SMILES strings and cell line genomic features, predict the synergy score measuring deviation from expected non-interaction effect. (1) Drug 1: CC1C(C(=O)NC(C(=O)N2CCCC2C(=O)N(CC(=O)N(C(C(=O)O1)C(C)C)C)C)C(C)C)NC(=O)C3=C4C(=C(C=C3)C)OC5=C(C(=O)C(=C(C5=N4)C(=O)NC6C(OC(=O)C(N(C(=O)CN(C(=O)C7CCCN7C(=O)C(NC6=O)C(C)C)C)C)C(C)C)C)N)C. Drug 2: CC1=C2C(C(=O)C3(C(CC4C(C3C(C(C2(C)C)(CC1OC(=O)C(C(C5=CC=CC=C5)NC(=O)C6=CC=CC=C6)O)O)OC(=O)C7=CC=CC=C7)(CO4)OC(=O)C)O)C)OC(=O)C. Cell line: HCT116. Synergy scores: CSS=39.2, Synergy_ZIP=9.09, Synergy_Bliss=5.79, Synergy_Loewe=-8.82, Synergy_HSA=-4.08. (2) Drug 1: CC1=C2C(C(=O)C3(C(CC4C(C3C(C(C2(C)C)(CC1OC(=O)C(C(C5=CC=CC=C5)NC(=O)C6=CC=CC=C6)O)O)OC(=O)C7=CC=CC=C7)(CO4)OC(=O)C)O)C)OC(=O)C. Drug 2: C1CNP(=O)(OC1)N(CCCl)CCCl. Cell line: UO-31. Synergy scores: CSS=9.65, Synergy_ZIP=4.47, Synergy_Bliss=7.04, Synergy_Loewe=2.44, Synergy_HSA=2.40. (3) Drug 1: CC1CCC2CC(C(=CC=CC=CC(CC(C(=O)C(C(C(=CC(C(=O)CC(OC(=O)C3CCCCN3C(=O)C(=O)C1(O2)O)C(C)CC4CCC(C(C4)OC)O)C)C)O)OC)C)C)C)OC. Drug 2: C1=NC(=NC(=O)N1C2C(C(C(O2)CO)O)O)N. Cell line: A498. Synergy scores: CSS=11.5, Synergy_ZIP=-4.98, Synergy_Bliss=2.08, Synergy_Loewe=2.74, Synergy_HSA=3.52.